From a dataset of NCI-60 drug combinations with 297,098 pairs across 59 cell lines. Regression. Given two drug SMILES strings and cell line genomic features, predict the synergy score measuring deviation from expected non-interaction effect. (1) Drug 1: CN(C)C1=NC(=NC(=N1)N(C)C)N(C)C. Drug 2: C1CN(P(=O)(OC1)NCCCl)CCCl. Cell line: HOP-62. Synergy scores: CSS=-5.40, Synergy_ZIP=1.45, Synergy_Bliss=-3.29, Synergy_Loewe=-7.19, Synergy_HSA=-8.39. (2) Drug 1: CC12CCC(CC1=CCC3C2CCC4(C3CC=C4C5=CN=CC=C5)C)O. Drug 2: C1CNP(=O)(OC1)N(CCCl)CCCl. Cell line: SNB-75. Synergy scores: CSS=2.02, Synergy_ZIP=-0.573, Synergy_Bliss=1.39, Synergy_Loewe=1.02, Synergy_HSA=1.05. (3) Drug 1: CC1CCC2CC(C(=CC=CC=CC(CC(C(=O)C(C(C(=CC(C(=O)CC(OC(=O)C3CCCCN3C(=O)C(=O)C1(O2)O)C(C)CC4CCC(C(C4)OC)OCCO)C)C)O)OC)C)C)C)OC. Drug 2: CN(C(=O)NC(C=O)C(C(C(CO)O)O)O)N=O. Cell line: KM12. Synergy scores: CSS=3.25, Synergy_ZIP=-1.36, Synergy_Bliss=0.456, Synergy_Loewe=4.99, Synergy_HSA=0.491. (4) Drug 1: C1C(C(OC1N2C=C(C(=O)NC2=O)F)CO)O. Drug 2: CS(=O)(=O)CCNCC1=CC=C(O1)C2=CC3=C(C=C2)N=CN=C3NC4=CC(=C(C=C4)OCC5=CC(=CC=C5)F)Cl. Cell line: PC-3. Synergy scores: CSS=9.27, Synergy_ZIP=-2.58, Synergy_Bliss=3.73, Synergy_Loewe=-16.7, Synergy_HSA=-0.777. (5) Drug 1: CC1=CC=C(C=C1)C2=CC(=NN2C3=CC=C(C=C3)S(=O)(=O)N)C(F)(F)F. Drug 2: COCCOC1=C(C=C2C(=C1)C(=NC=N2)NC3=CC=CC(=C3)C#C)OCCOC.Cl. Cell line: SK-MEL-28. Synergy scores: CSS=-1.09, Synergy_ZIP=-1.26, Synergy_Bliss=-4.10, Synergy_Loewe=-2.31, Synergy_HSA=-3.55. (6) Drug 1: C1=NNC2=C1C(=O)NC=N2. Drug 2: C(CCl)NC(=O)N(CCCl)N=O. Cell line: COLO 205. Synergy scores: CSS=8.01, Synergy_ZIP=-3.53, Synergy_Bliss=-4.04, Synergy_Loewe=-6.82, Synergy_HSA=-2.70. (7) Drug 1: CC1=C2C(C(=O)C3(C(CC4C(C3C(C(C2(C)C)(CC1OC(=O)C(C(C5=CC=CC=C5)NC(=O)OC(C)(C)C)O)O)OC(=O)C6=CC=CC=C6)(CO4)OC(=O)C)OC)C)OC. Drug 2: C(CCl)NC(=O)N(CCCl)N=O. Cell line: TK-10. Synergy scores: CSS=39.4, Synergy_ZIP=1.65, Synergy_Bliss=-1.19, Synergy_Loewe=-21.1, Synergy_HSA=-2.78. (8) Drug 1: CC1C(C(=O)NC(C(=O)N2CCCC2C(=O)N(CC(=O)N(C(C(=O)O1)C(C)C)C)C)C(C)C)NC(=O)C3=C4C(=C(C=C3)C)OC5=C(C(=O)C(=C(C5=N4)C(=O)NC6C(OC(=O)C(N(C(=O)CN(C(=O)C7CCCN7C(=O)C(NC6=O)C(C)C)C)C)C(C)C)C)N)C. Drug 2: C1CNP(=O)(OC1)N(CCCl)CCCl. Cell line: TK-10. Synergy scores: CSS=4.96, Synergy_ZIP=0.349, Synergy_Bliss=-4.88, Synergy_Loewe=-38.3, Synergy_HSA=-3.54. (9) Drug 2: N.N.Cl[Pt+2]Cl. Cell line: SNB-19. Drug 1: CC1=CC2C(CCC3(C2CCC3(C(=O)C)OC(=O)C)C)C4(C1=CC(=O)CC4)C. Synergy scores: CSS=-18.5, Synergy_ZIP=11.3, Synergy_Bliss=-7.29, Synergy_Loewe=-16.7, Synergy_HSA=-15.7.